Dataset: Serine/threonine kinase 33 screen with 319,792 compounds. Task: Binary Classification. Given a drug SMILES string, predict its activity (active/inactive) in a high-throughput screening assay against a specified biological target. The drug is S=C(Nc1ccc(NC(=O)C(C)C)cc1)NC(=O)c1c(F)cccc1. The result is 0 (inactive).